This data is from Forward reaction prediction with 1.9M reactions from USPTO patents (1976-2016). The task is: Predict the product of the given reaction. (1) Given the reactants [CH2:1]([O:8][C:9]([NH:11][C@H:12]1[C@H:18]([OH:19])[C@@H:17]([OH:20])[C@H:16]([CH2:21][OH:22])[O:15][CH:13]1[OH:14])=[O:10])[C:2]1[CH:7]=[CH:6][CH:5]=[CH:4][CH:3]=1.[C:23](Cl)([C:36]1[CH:41]=[CH:40][CH:39]=[CH:38][CH:37]=1)([C:30]1[CH:35]=[CH:34][CH:33]=[CH:32][CH:31]=1)[C:24]1[CH:29]=[CH:28][CH:27]=[CH:26][CH:25]=1, predict the reaction product. The product is: [CH2:1]([O:8][C:9]([NH:11][C@H:12]1[C@H:18]([OH:19])[C@@H:17]([OH:20])[C@H:16]([CH2:21][O:22][C:23]([C:24]2[CH:29]=[CH:28][CH:27]=[CH:26][CH:25]=2)([C:36]2[CH:37]=[CH:38][CH:39]=[CH:40][CH:41]=2)[C:30]2[CH:31]=[CH:32][CH:33]=[CH:34][CH:35]=2)[O:15][CH:13]1[OH:14])=[O:10])[C:2]1[CH:7]=[CH:6][CH:5]=[CH:4][CH:3]=1. (2) Given the reactants [CH2:1]=O.[CH3:3][N:4]1[CH2:9][CH2:8][NH:7][CH2:6][CH2:5]1.[F:10][C:11]1[C:12]([NH2:26])=[N:13][C:14]([O:17][CH2:18][C:19]2[CH:24]=[CH:23][C:22]([F:25])=[CH:21][CH:20]=2)=[N:15][CH:16]=1, predict the reaction product. The product is: [F:10][C:11]1[C:12]([NH:26][CH2:3][N:4]2[CH2:9][CH2:8][N:7]([CH3:1])[CH2:6][CH2:5]2)=[N:13][C:14]([O:17][CH2:18][C:19]2[CH:20]=[CH:21][C:22]([F:25])=[CH:23][CH:24]=2)=[N:15][CH:16]=1. (3) Given the reactants Br[C:2]1[CH:7]=[CH:6][CH:5]=[C:4]([CH3:8])[N:3]=1.C(=O)([O-])[O-].[Na+].[Na+].[C:15]([C:18]1[CH:23]=[CH:22][C:21](B(O)O)=[CH:20][CH:19]=1)([OH:17])=[O:16], predict the reaction product. The product is: [CH3:8][C:4]1[N:3]=[C:2]([C:21]2[CH:22]=[CH:23][C:18]([C:15]([OH:17])=[O:16])=[CH:19][CH:20]=2)[CH:7]=[CH:6][CH:5]=1. (4) The product is: [Br:1][C:2]1[C:7]([F:8])=[CH:6][C:5]([O:9][CH2:14][CH2:13][C:12]([CH3:27])([OH:11])[CH3:26])=[C:4]([F:10])[CH:3]=1. Given the reactants [Br:1][C:2]1[C:7]([F:8])=[CH:6][C:5]([OH:9])=[C:4]([F:10])[CH:3]=1.[OH:11][C:12]([CH3:27])([CH3:26])[CH2:13][CH2:14]OS(C1C=CC(C)=CC=1)(=O)=O, predict the reaction product. (5) The product is: [CH3:7][O:8][C:9]([C:11]1([CH3:1])[CH2:12][CH2:13][CH2:14][CH2:15][CH2:16]1)=[O:10]. Given the reactants [C:1](=O)([O-])O.[Na+].Cl.[CH3:7][O:8][C:9]([C@H:11]1[CH2:16][CH2:15][C@H:14](CN)[CH2:13][CH2:12]1)=[O:10].C1C2C(COC(N=C=S)=O)C3C(=CC=CC=3)C=2C=CC=1.N1CCCCC1, predict the reaction product. (6) Given the reactants [OH:1][C:2]1[CH:7]=[C:6]([O:8][CH3:9])[CH:5]=[CH:4][C:3]=1[C:10]([C:12]1[CH:17]=[CH:16][C:15]([O:18][CH2:19][C:20]2[N:21]=[C:22]([C:26]3[CH:31]=[CH:30][CH:29]=[CH:28][CH:27]=3)[O:23][C:24]=2[CH3:25])=[CH:14][CH:13]=1)=[O:11].Br[CH:33]([CH:39]([CH3:41])[CH3:40])[C:34]([O:36]CC)=[O:35].C(=O)([O-])[O-].[K+].[K+].CN(C)C=O, predict the reaction product. The product is: [CH3:9][O:8][C:6]1[CH:5]=[CH:4][C:3]([C:10](=[O:11])[C:12]2[CH:13]=[CH:14][C:15]([O:18][CH2:19][C:20]3[N:21]=[C:22]([C:26]4[CH:27]=[CH:28][CH:29]=[CH:30][CH:31]=4)[O:23][C:24]=3[CH3:25])=[CH:16][CH:17]=2)=[C:2]([CH:7]=1)[O:1][CH:33]([CH:39]([CH3:41])[CH3:40])[C:34]([OH:36])=[O:35].